Dataset: Reaction yield outcomes from USPTO patents with 853,638 reactions. Task: Predict the reaction yield, written as a fraction of the theoretical maximum amount of product (1.0 means a 100% yield; for example, 0.34 means a 34% yield). (1) The reactants are [CH2:1]([O:8][C:9]1[CH:14]=[C:13]([O:15][CH2:16][C:17]2[CH:22]=[CH:21][CH:20]=[CH:19][CH:18]=2)C(C=O)=[CH:11][C:10]=1[CH2:25][CH2:26][CH2:27][O:28][CH2:29][CH2:30][CH2:31][O:32][CH2:33][CH2:34][CH2:35][C:36]1[CH:41]=[C:40]([CH:42]=O)[C:39]([O:44][CH2:45][C:46]2[CH:51]=[CH:50][CH:49]=[CH:48][CH:47]=2)=[CH:38][C:37]=1[O:52][CH2:53][C:54]1[CH:59]=[CH:58][CH:57]=[CH:56][CH:55]=1)[C:2]1[CH:7]=[CH:6][CH:5]=[CH:4][CH:3]=1.Cl.[NH2:61]O.C([N:65]([CH2:68][CH3:69])CC)C.C1(=O)OC(=O)C2=CC=CC=C12. The catalyst is CC#N. The product is [C:42]([C:40]1[C:39]([O:44][CH2:45][C:46]2[CH:51]=[CH:50][CH:49]=[CH:48][CH:47]=2)=[CH:38][C:37]([O:52][CH2:53][C:54]2[CH:59]=[CH:58][CH:57]=[CH:56][CH:55]=2)=[C:36]([CH2:35][CH2:34][CH2:33][O:32][CH2:31][CH2:30][CH2:29][O:28][CH2:27][CH2:26][CH2:25][C:10]2[CH:11]=[C:69]([C:68]#[N:65])[C:13]([O:15][CH2:16][C:17]3[CH:22]=[CH:21][CH:20]=[CH:19][CH:18]=3)=[CH:14][C:9]=2[O:8][CH2:1][C:2]2[CH:7]=[CH:6][CH:5]=[CH:4][CH:3]=2)[CH:41]=1)#[N:61]. The yield is 0.770. (2) The reactants are [F:1][C:2]1[CH:13]=[CH:12][C:5]([O:6][CH2:7][C:8](=[O:11])[C:9]#[CH:10])=[CH:4][CH:3]=1.C(=O)C.C(CN)O. No catalyst specified. The product is [F:1][C:2]1[CH:13]=[CH:12][C:5]([O:6][CH2:7][C@@H:8]([OH:11])[C:9]#[CH:10])=[CH:4][CH:3]=1. The yield is 1.00. (3) The reactants are [CH3:1][O:2][C:3]([CH3:8])([CH3:7])[CH2:4][CH2:5][OH:6].[C:9]1([CH3:19])[CH:14]=[CH:13][C:12]([S:15](Cl)(=[O:17])=[O:16])=[CH:11][CH:10]=1. The catalyst is C(Cl)Cl. The product is [CH3:19][C:9]1[CH:14]=[CH:13][C:12]([S:15]([O:6][CH2:5][CH2:4][C:3]([O:2][CH3:1])([CH3:8])[CH3:7])(=[O:17])=[O:16])=[CH:11][CH:10]=1. The yield is 0.490. (4) The reactants are C([Li])CCC.Br[C:7]1[CH:12]=[CH:11][CH:10]=[C:9]([C:13]#[C:14][CH3:15])[CH:8]=1.[B:16](OC(C)C)([O:21]C(C)C)[O:17]C(C)C.Cl.[OH-].[K+].CC1CCCO1. The catalyst is O1CCCC1.C1(C)C=CC=CC=1. The product is [C:13]([C:9]1[CH:8]=[C:7]([B:16]([OH:21])[OH:17])[CH:12]=[CH:11][CH:10]=1)#[C:14][CH3:15]. The yield is 0.750. (5) The reactants are [NH:1]1[C:9]2[C:4](=[CH:5][C:6]([O:10][C:11]3[C:20]4[C:15](=[CH:16][C:17]([O:23][CH2:24][C@@H:25]5[CH2:27][O:26]5)=[C:18]([O:21][CH3:22])[CH:19]=4)[N:14]=[CH:13][N:12]=3)=[CH:7][CH:8]=2)[CH:3]=[CH:2]1.[CH3:28][NH:29][CH3:30]. The catalyst is C1COCC1.CN(C=O)C. The product is [OH:26][C@@H:25]([CH2:27][N:29]([CH3:30])[CH3:28])[CH2:24][O:23][C:17]1[CH:16]=[C:15]2[C:20]([C:11]([O:10][C:6]3[CH:5]=[C:4]4[C:9](=[CH:8][CH:7]=3)[NH:1][CH:2]=[CH:3]4)=[N:12][CH:13]=[N:14]2)=[CH:19][C:18]=1[O:21][CH3:22]. The yield is 0.850. (6) The reactants are C(O)(=O)C.[F:5][C:6]1[CH:11]=[C:10]([CH2:12][C:13]([C:15]2[CH:16]=[N:17][CH:18]=[CH:19][CH:20]=2)=[O:14])[CH:9]=[CH:8][N:7]=1.[N:21]([O-])=[O:22].[Na+]. The catalyst is O. The product is [F:5][C:6]1[CH:11]=[C:10](/[C:12](=[N:21]\[OH:22])/[C:13]([C:15]2[CH:16]=[N:17][CH:18]=[CH:19][CH:20]=2)=[O:14])[CH:9]=[CH:8][N:7]=1. The yield is 0.810.